Task: Regression. Given two drug SMILES strings and cell line genomic features, predict the synergy score measuring deviation from expected non-interaction effect.. Dataset: NCI-60 drug combinations with 297,098 pairs across 59 cell lines (1) Drug 1: CN(C)N=NC1=C(NC=N1)C(=O)N. Drug 2: CC1=C(C=C(C=C1)NC(=O)C2=CC=C(C=C2)CN3CCN(CC3)C)NC4=NC=CC(=N4)C5=CN=CC=C5. Cell line: T-47D. Synergy scores: CSS=8.55, Synergy_ZIP=1.02, Synergy_Bliss=4.59, Synergy_Loewe=3.19, Synergy_HSA=3.64. (2) Drug 1: C1=C(C(=O)NC(=O)N1)F. Drug 2: C1CC(=O)NC(=O)C1N2C(=O)C3=CC=CC=C3C2=O. Cell line: A549. Synergy scores: CSS=37.0, Synergy_ZIP=3.97, Synergy_Bliss=-2.90, Synergy_Loewe=-8.90, Synergy_HSA=-2.01. (3) Drug 1: CCCCC(=O)OCC(=O)C1(CC(C2=C(C1)C(=C3C(=C2O)C(=O)C4=C(C3=O)C=CC=C4OC)O)OC5CC(C(C(O5)C)O)NC(=O)C(F)(F)F)O. Drug 2: C1CC(=O)NC(=O)C1N2C(=O)C3=CC=CC=C3C2=O. Cell line: HT29. Synergy scores: CSS=62.9, Synergy_ZIP=2.53, Synergy_Bliss=5.98, Synergy_Loewe=-12.8, Synergy_HSA=4.78. (4) Drug 1: CN1C(=O)N2C=NC(=C2N=N1)C(=O)N. Drug 2: C1CN(CCN1C(=O)CCBr)C(=O)CCBr. Cell line: RPMI-8226. Synergy scores: CSS=26.2, Synergy_ZIP=-9.27, Synergy_Bliss=-8.48, Synergy_Loewe=-16.7, Synergy_HSA=-7.90.